From a dataset of Reaction yield outcomes from USPTO patents with 853,638 reactions. Predict the reaction yield, written as a fraction of the theoretical maximum amount of product (1.0 means a 100% yield; for example, 0.34 means a 34% yield). The reactants are [I-].[Na+].C1OCCOCCOCCOCCOC1.C[O:19][C@H:20]1[CH2:25][CH2:24][CH2:23][C@H:22]([CH2:26][N:27]2[C:35](=[O:36])[C:34]3[C:29](=[CH:30][CH:31]=[CH:32][CH:33]=3)[C:28]2=[O:37])[CH2:21]1.BrB(Br)Br.ClCCl. The catalyst is ClCCl. The product is [OH:19][C@H:20]1[CH2:25][CH2:24][CH2:23][C@H:22]([CH2:26][N:27]2[C:28](=[O:37])[C:29]3[C:34](=[CH:33][CH:32]=[CH:31][CH:30]=3)[C:35]2=[O:36])[CH2:21]1. The yield is 0.670.